The task is: Regression. Given two drug SMILES strings and cell line genomic features, predict the synergy score measuring deviation from expected non-interaction effect.. This data is from NCI-60 drug combinations with 297,098 pairs across 59 cell lines. (1) Drug 1: CC(CN1CC(=O)NC(=O)C1)N2CC(=O)NC(=O)C2. Drug 2: C1=C(C(=O)NC(=O)N1)N(CCCl)CCCl. Cell line: OVCAR3. Synergy scores: CSS=39.0, Synergy_ZIP=-0.908, Synergy_Bliss=5.54, Synergy_Loewe=4.85, Synergy_HSA=7.19. (2) Drug 1: CC1OCC2C(O1)C(C(C(O2)OC3C4COC(=O)C4C(C5=CC6=C(C=C35)OCO6)C7=CC(=C(C(=C7)OC)O)OC)O)O. Drug 2: CC1=C(C(CCC1)(C)C)C=CC(=CC=CC(=CC(=O)O)C)C. Cell line: NCI-H226. Synergy scores: CSS=21.9, Synergy_ZIP=-0.342, Synergy_Bliss=3.54, Synergy_Loewe=0.217, Synergy_HSA=4.67. (3) Drug 1: CC1=C(C(CCC1)(C)C)C=CC(=CC=CC(=CC(=O)O)C)C. Drug 2: C1=CN(C=N1)CC(O)(P(=O)(O)O)P(=O)(O)O. Cell line: SR. Synergy scores: CSS=-16.4, Synergy_ZIP=7.43, Synergy_Bliss=2.52, Synergy_Loewe=-17.7, Synergy_HSA=-19.3. (4) Drug 1: CN1C(=O)N2C=NC(=C2N=N1)C(=O)N. Drug 2: CC1=C2C(C(=O)C3(C(CC4C(C3C(C(C2(C)C)(CC1OC(=O)C(C(C5=CC=CC=C5)NC(=O)OC(C)(C)C)O)O)OC(=O)C6=CC=CC=C6)(CO4)OC(=O)C)O)C)O. Cell line: SK-MEL-28. Synergy scores: CSS=-18.5, Synergy_ZIP=7.06, Synergy_Bliss=2.40, Synergy_Loewe=-15.2, Synergy_HSA=-15.6. (5) Drug 1: C1CC(C1)(C(=O)O)C(=O)O.[NH2-].[NH2-].[Pt+2]. Drug 2: CCC1(C2=C(COC1=O)C(=O)N3CC4=CC5=C(C=CC(=C5CN(C)C)O)N=C4C3=C2)O.Cl. Cell line: CCRF-CEM. Synergy scores: CSS=63.8, Synergy_ZIP=5.29, Synergy_Bliss=5.29, Synergy_Loewe=-19.1, Synergy_HSA=3.09. (6) Cell line: HCT116. Drug 2: CC=C1C(=O)NC(C(=O)OC2CC(=O)NC(C(=O)NC(CSSCCC=C2)C(=O)N1)C(C)C)C(C)C. Drug 1: C1CCN(CC1)CCOC2=CC=C(C=C2)C(=O)C3=C(SC4=C3C=CC(=C4)O)C5=CC=C(C=C5)O. Synergy scores: CSS=31.1, Synergy_ZIP=3.73, Synergy_Bliss=4.05, Synergy_Loewe=-30.5, Synergy_HSA=1.36. (7) Drug 1: CC1C(C(=O)NC(C(=O)N2CCCC2C(=O)N(CC(=O)N(C(C(=O)O1)C(C)C)C)C)C(C)C)NC(=O)C3=C4C(=C(C=C3)C)OC5=C(C(=O)C(=C(C5=N4)C(=O)NC6C(OC(=O)C(N(C(=O)CN(C(=O)C7CCCN7C(=O)C(NC6=O)C(C)C)C)C)C(C)C)C)N)C. Drug 2: CS(=O)(=O)OCCCCOS(=O)(=O)C. Cell line: A498. Synergy scores: CSS=20.2, Synergy_ZIP=-3.69, Synergy_Bliss=2.46, Synergy_Loewe=-11.5, Synergy_HSA=-0.0138. (8) Drug 1: CC1=C(C=C(C=C1)C(=O)NC2=CC(=CC(=C2)C(F)(F)F)N3C=C(N=C3)C)NC4=NC=CC(=N4)C5=CN=CC=C5. Drug 2: C1CN(P(=O)(OC1)NCCCl)CCCl. Cell line: OVCAR-8. Synergy scores: CSS=-1.42, Synergy_ZIP=0.454, Synergy_Bliss=-2.99, Synergy_Loewe=-7.88, Synergy_HSA=-7.86.